This data is from NCI-60 drug combinations with 297,098 pairs across 59 cell lines. The task is: Regression. Given two drug SMILES strings and cell line genomic features, predict the synergy score measuring deviation from expected non-interaction effect. Synergy scores: CSS=10.9, Synergy_ZIP=-3.11, Synergy_Bliss=-0.468, Synergy_Loewe=-0.204, Synergy_HSA=-0.652. Cell line: OVCAR-4. Drug 1: CCC1(CC2CC(C3=C(CCN(C2)C1)C4=CC=CC=C4N3)(C5=C(C=C6C(=C5)C78CCN9C7C(C=CC9)(C(C(C8N6C=O)(C(=O)OC)O)OC(=O)C)CC)OC)C(=O)OC)O.OS(=O)(=O)O. Drug 2: C(CC(=O)O)C(=O)CN.Cl.